From a dataset of Drug-target binding data from BindingDB using Ki measurements. Regression. Given a target protein amino acid sequence and a drug SMILES string, predict the binding affinity score between them. We predict pKi (pKi = -log10(Ki in M); higher means stronger inhibition). Dataset: bindingdb_ki. (1) The target protein (Q2NNR5) has sequence MDETGNPTIPPASNNTCYDSIDDFRNQVYSTLYSMISVVGFFGNGFVLYVLVKTYHEKSAFQVYMINLAVADLLCVCTLPLRVAYYVHKGIWLFGDFLCRLSTYALYVNLYCSIFFMTAMSFFRCVAIVFPVQNISLVTQKKARLVCIAIWMFVILTSSPFLMANTYKDEKNNTKCFEPPQDNQAKNYVLILHYVSLFIGFIIPFITIIVCYTMIIFTLLKSSMKKNLSSRKRAIGMIIVVTAAFLVSFMPYHIQRTIHLHFLHNKTKPCDSILRMQKSVVITLSLAASNCCFDPLLYFFSGGNFRRRLSTIRKYSLSSMTYIPKKKTSLPQKGKDICKE. The small molecule is Cc1nc2cnccc2n1-c1ccc(OCc2cccc(/C=C/c3ccc4ccccc4n3)c2)cc1. The pKi is 7.1. (2) The small molecule is Nc1c(Br)cc(S(N)(=O)=O)cc1Br. The target protein (P9WPJ9) has sequence MPNTNPVAAWKALKEGNERFVAGRPQHPSQSVDHRAGLAAGQKPTAVIFGCADSRVAAEIIFDQGLGDMFVVRTAGHVIDSAVLGSIEYAVTVLNVPLIVVLGHDSCGAVNAALAAINDGTLPGGYVRDVVERVAPSVLLGRRDGLSRVDEFEQRHVHETVAILMARSSAISERIAGGSLAIVGVTYQLDDGRAVLRDHIGNIGEEV. The pKi is 5.3. (3) The drug is O=[N+]([O-])c1ccc(CP(=O)(O)O)cc1. The target protein (Q9D358) has sequence MAEVGSKSVLFVCLGNICRSPIAEAVFRKLVTDEKVSDNWRIDSAATSTYEVGNPPDYRGQNCMRKHGIHMQHIARQITKEDFATFDYILCMDESNLRDLNRKSNQVKNCKAKIELLGSYDPQKQLIIEDPYYGNDSDFEVVYQQCLRCCKAFLEKTY. The pKi is 3.9.